From a dataset of Catalyst prediction with 721,799 reactions and 888 catalyst types from USPTO. Predict which catalyst facilitates the given reaction. Reactant: [Cl:1][C:2]1[N:10]=[C:9]2[C:5]([N:6]=[CH:7][N:8]2[CH2:11][CH:12]2[CH2:16][CH2:15][O:14][CH2:13]2)=[C:4](Cl)[N:3]=1.[NH:18]1[CH2:23][CH2:22][O:21][CH2:20][CH2:19]1. Product: [Cl:1][C:2]1[N:10]=[C:9]2[C:5]([N:6]=[CH:7][N:8]2[CH2:11][CH:12]2[CH2:16][CH2:15][O:14][CH2:13]2)=[C:4]([N:18]2[CH2:23][CH2:22][O:21][CH2:20][CH2:19]2)[N:3]=1. The catalyst class is: 8.